Binary Classification. Given a drug SMILES string, predict its activity (active/inactive) in a high-throughput screening assay against a specified biological target. From a dataset of HIV replication inhibition screening data with 41,000+ compounds from the AIDS Antiviral Screen. (1) The compound is O=c1[nH]c2nc(SCc3ccccc3)n(Cc3ccccc3)c2c(=O)n1OS(=O)(=O)c1ccccc1. The result is 0 (inactive). (2) The compound is CCc1cccc(C(C)CC)c1NC(=O)C(=O)C(CC(=O)Nc1ccc(Cl)c(Cl)c1)C(=O)OC. The result is 0 (inactive). (3) The compound is NS(=O)(=O)c1ccc(NC(=O)Nc2cc(C(F)(F)F)ccc2Cl)cc1. The result is 0 (inactive). (4) The molecule is COc1cc2c(cc1OC)C13CCN4CC5CCOC6CC(=O)N2C1C6C5CC43. The result is 0 (inactive). (5) The drug is CN1C(=O)C(N=Nc2ccc([N+](=O)[O-])cc2)SC1=S. The result is 0 (inactive).